Dataset: Full USPTO retrosynthesis dataset with 1.9M reactions from patents (1976-2016). Task: Predict the reactants needed to synthesize the given product. (1) Given the product [Si:9]([O:16][CH2:17][CH2:18][N:19]([C:7]#[N:6])[C:20]1[CH:21]=[CH:22][C:23]([NH:26][C:27]([C:29]2[C:33]([C:34]([NH:36][C:37]3[CH:42]=[CH:41][C:40]([Cl:43])=[CH:39][CH:38]=3)=[O:35])=[CH:32][N:31]([CH3:44])[CH:30]=2)=[O:28])=[CH:24][CH:25]=1)([C:12]([CH3:15])([CH3:14])[CH3:13])([CH3:11])[CH3:10], predict the reactants needed to synthesize it. The reactants are: C(=O)(O)[O-].[Na+].[N:6]#[C:7]Br.[Si:9]([O:16][CH2:17][CH2:18][NH:19][C:20]1[CH:25]=[CH:24][C:23]([NH:26][C:27]([C:29]2[C:33]([C:34]([NH:36][C:37]3[CH:42]=[CH:41][C:40]([Cl:43])=[CH:39][CH:38]=3)=[O:35])=[CH:32][N:31]([CH3:44])[CH:30]=2)=[O:28])=[CH:22][CH:21]=1)([C:12]([CH3:15])([CH3:14])[CH3:13])([CH3:11])[CH3:10]. (2) Given the product [CH3:10][C:11]1[CH:33]=[CH:32][CH:31]=[C:30]([CH3:34])[C:12]=1[O:13][C:14]1[CH:19]=[C:18]2[C:17](=[CH:16][C:15]=1[F:29])[N:20]=[C:21]([N:35]1[CH:39]=[C:38]([C:40]([O:42][CH2:43][CH3:44])=[O:41])[CH:37]=[N:36]1)[NH:23][C:24]2=[O:25], predict the reactants needed to synthesize it. The reactants are: C(N=C=NC(C)C)(C)C.[CH3:10][C:11]1[CH:33]=[CH:32][CH:31]=[C:30]([CH3:34])[C:12]=1[O:13][C:14]1[CH:19]=[CH:18][C:17]([NH:20][C:21]([NH:23][C:24](OCC)=[O:25])=S)=[CH:16][C:15]=1[F:29].[NH:35]1[CH:39]=[C:38]([C:40]([O:42][CH2:43][CH3:44])=[O:41])[CH:37]=[N:36]1.C(Cl)Cl.